Task: Predict the product of the given reaction.. Dataset: Forward reaction prediction with 1.9M reactions from USPTO patents (1976-2016) (1) Given the reactants I[C:2]1[CH:3]=[C:4]([CH:9]=[CH:10][C:11]=1[OH:12])[C:5]([O:7][CH3:8])=[O:6].[CH3:13][O:14][C:15]1[CH:20]=[CH:19][C:18]([C:21]#[CH:22])=[CH:17][CH:16]=1.Cl, predict the reaction product. The product is: [CH3:8][O:7][C:5]([C:4]1[CH:9]=[CH:10][C:11]2[O:12][C:21]([C:18]3[CH:19]=[CH:20][C:15]([O:14][CH3:13])=[CH:16][CH:17]=3)=[CH:22][C:2]=2[CH:3]=1)=[O:6]. (2) Given the reactants C([O:3][C:4]([C:6]1[N:7]([C:17]2[CH:22]=[CH:21][C:20]([O:23][CH:24]([CH3:26])[CH3:25])=[CH:19][CH:18]=2)[C:8]2[C:13]([C:14]=1[Cl:15])=[CH:12][C:11]([OH:16])=[CH:10][CH:9]=2)=[O:5])C.[F:27][C:28]1[CH:29]=[C:30](B(O)O)[CH:31]=[CH:32][C:33]=1[O:34][C:35]([F:38])([F:37])[F:36], predict the reaction product. The product is: [Cl:15][C:14]1[C:13]2[C:8](=[CH:9][CH:10]=[C:11]([O:16][C:30]3[CH:31]=[CH:32][C:33]([O:34][C:35]([F:37])([F:38])[F:36])=[C:28]([F:27])[CH:29]=3)[CH:12]=2)[N:7]([C:17]2[CH:22]=[CH:21][C:20]([O:23][CH:24]([CH3:25])[CH3:26])=[CH:19][CH:18]=2)[C:6]=1[C:4]([OH:3])=[O:5].